Dataset: Full USPTO retrosynthesis dataset with 1.9M reactions from patents (1976-2016). Task: Predict the reactants needed to synthesize the given product. Given the product [CH3:25][O:26][C:27]1[CH:28]=[C:29]([C:33]2[O:34][C:35]([CH:38]3[CH2:43][CH2:42][N:41]([C:15](=[O:17])[CH2:14][CH2:13][CH2:12][C:4]4[NH:3][C:2](=[O:1])[C:11]5[C:6](=[CH:7][CH:8]=[CH:9][CH:10]=5)[N:5]=4)[CH2:40][CH2:39]3)=[N:36][N:37]=2)[CH:30]=[CH:31][CH:32]=1, predict the reactants needed to synthesize it. The reactants are: [O:1]=[C:2]1[C:11]2[C:6](=[CH:7][CH:8]=[CH:9][CH:10]=2)[N:5]=[C:4]([CH2:12][CH2:13][CH2:14][C:15]([OH:17])=O)[NH:3]1.FC(F)(F)C(O)=O.[CH3:25][O:26][C:27]1[CH:28]=[C:29]([C:33]2[O:34][C:35]([CH:38]3[CH2:43][CH2:42][NH:41][CH2:40][CH2:39]3)=[N:36][N:37]=2)[CH:30]=[CH:31][CH:32]=1.